From a dataset of Forward reaction prediction with 1.9M reactions from USPTO patents (1976-2016). Predict the product of the given reaction. (1) Given the reactants Br[C:2]1[CH:7]=[CH:6][C:5]([C:8]2[CH:13]=[CH:12][CH:11]=[C:10]([C:14]([O:16][CH2:17][CH2:18][CH2:19][CH3:20])=[O:15])[CH:9]=2)=[CH:4][CH:3]=1.[F:21][C:22]([F:33])([F:32])C1C=CC(B(O)O)=CC=1.C(=O)([O-])[O-].[K+].[K+].C1OCCOCCOCCOCCOCCOC1.[C:58]1(C)[CH:63]=[CH:62][CH:61]=[CH:60][CH:59]=1, predict the reaction product. The product is: [CH2:17]([O:16][C:14]([C:10]1[CH:9]=[C:8]([C:5]2[CH:6]=[CH:7][C:2]([C:22]([F:33])([F:32])[F:21])([C:58]3[CH:63]=[CH:62][CH:61]=[CH:60][CH:59]=3)[CH2:3][CH:4]=2)[CH:13]=[CH:12][CH:11]=1)=[O:15])[CH2:18][CH2:19][CH3:20]. (2) Given the reactants [Cl:1][C:2]1[CH:7]=[C:6]([N+:8]([O-])=O)[CH:5]=[CH:4][C:3]=1[N:11]1[CH2:16][CH2:15][N:14]([CH:17]2[CH2:22][CH2:21][N:20]([CH3:23])[CH2:19][CH2:18]2)[CH2:13][CH2:12]1.[Cl-].[NH4+].C(O)C.O1CCCC1, predict the reaction product. The product is: [Cl:1][C:2]1[CH:7]=[C:6]([CH:5]=[CH:4][C:3]=1[N:11]1[CH2:16][CH2:15][N:14]([CH:17]2[CH2:22][CH2:21][N:20]([CH3:23])[CH2:19][CH2:18]2)[CH2:13][CH2:12]1)[NH2:8]. (3) Given the reactants Br[C:2]1[CH:16]=[CH:15][C:5]2[N:6]([CH:9]3[CH2:14][CH2:13][CH2:12][CH2:11][O:10]3)[CH:7]=[N:8][C:4]=2[C:3]=1[Cl:17].[CH3:18][N:19](C=O)C, predict the reaction product. The product is: [Cl:17][C:3]1[C:4]2[N:8]=[CH:7][N:6]([CH:9]3[CH2:14][CH2:13][CH2:12][CH2:11][O:10]3)[C:5]=2[CH:15]=[CH:16][C:2]=1[C:18]#[N:19]. (4) Given the reactants FC(F)(F)C(O)=O.C([O:15][C:16]1[CH:21]=[C:20]([N+:22]([O-:24])=[O:23])[CH:19]=[CH:18][C:17]=1[N:25]1[CH2:30][CH2:29][N:28]([C:31]2[CH:36]=[C:35]([CH3:37])[CH:34]=[C:33]([CH3:38])[N:32]=2)[CH2:27][CH2:26]1)C1C=CC=CC=1.Cl, predict the reaction product. The product is: [CH3:37][C:35]1[CH:34]=[C:33]([CH3:38])[N:32]=[C:31]([N:28]2[CH2:27][CH2:26][N:25]([C:17]3[CH:18]=[CH:19][C:20]([N+:22]([O-:24])=[O:23])=[CH:21][C:16]=3[OH:15])[CH2:30][CH2:29]2)[CH:36]=1. (5) The product is: [CH2:1]([O:8][C:9]([NH:11][C@H:12]([C:17]([NH:28][C@H:27]([C:26]([O:25][C:21]([CH3:24])([CH3:23])[CH3:22])=[O:36])[CH2:29][C:30]1[CH:35]=[CH:34][CH:33]=[CH:32][CH:31]=1)=[O:19])[CH2:13][CH2:14][S:15][CH3:16])=[O:10])[C:2]1[CH:3]=[CH:4][CH:5]=[CH:6][CH:7]=1. Given the reactants [CH2:1]([O:8][C:9]([NH:11][C@H:12]([C:17]([OH:19])=O)[CH2:13][CH2:14][S:15][CH3:16])=[O:10])[C:2]1[CH:7]=[CH:6][CH:5]=[CH:4][CH:3]=1.Cl.[C:21]([O:25][C:26](=[O:36])[C@H:27]([CH2:29][C:30]1[CH:35]=[CH:34][CH:33]=[CH:32][CH:31]=1)[NH2:28])([CH3:24])([CH3:23])[CH3:22].C1C=CC2N(O)N=NC=2C=1.Cl.CN(C)CCCN=C=NCC, predict the reaction product. (6) Given the reactants C(=O)([O-])[O-].[K+].[K+].Cl[C:8]1[N:16]=[CH:15][CH:14]=[CH:13][C:9]=1[C:10]([OH:12])=[O:11].[CH2:17]([SH:24])[C:18]1[CH:23]=[CH:22][CH:21]=[CH:20][CH:19]=1.O, predict the reaction product. The product is: [C:18]1([CH2:17][S:24][C:8]2[C:9]([C:10]([OH:12])=[O:11])=[CH:13][CH:14]=[CH:15][N:16]=2)[CH:23]=[CH:22][CH:21]=[CH:20][CH:19]=1. (7) Given the reactants CO[CH:3]([CH2:23][CH2:24][CH2:25][CH3:26])[CH2:4][CH2:5][CH2:6][CH2:7][CH2:8][CH2:9][CH2:10][CH2:11][CH2:12][CH2:13][CH2:14][CH:15]([C:20]([OH:22])=[O:21])[C:16]([O:18][CH3:19])=[O:17].[CH3:27][O:28]C(CCC)CCCCCCCCCCCCC(C(O)=O)C(OC)=O.COC(CC)CCCCCCCCCCCCCC(C(O)=O)C(OC)=O.COC(C)CCCCCCCCCCCCCCC(C(O)=O)C(OC)=O, predict the reaction product. The product is: [CH3:27][O:28][CH:4]([CH2:3][CH2:23][CH2:24][CH2:25][CH3:26])[CH2:5][CH2:6][CH2:7][CH2:8][CH2:9][CH2:10][CH2:11][CH2:12][CH2:13][CH2:14][CH:15]([C:20]([OH:22])=[O:21])[C:16]([O:18][CH3:19])=[O:17]. (8) Given the reactants [F:1][C:2]1[CH:7]=[C:6]([N+:8]([O-])=O)[CH:5]=[C:4]([S:11]([CH3:14])(=[O:13])=[O:12])[CH:3]=1, predict the reaction product. The product is: [F:1][C:2]1[CH:7]=[C:6]([CH:5]=[C:4]([S:11]([CH3:14])(=[O:13])=[O:12])[CH:3]=1)[NH2:8]. (9) Given the reactants [NH2:1][CH2:2][C@@H:3]1[O:7][C:6](=[O:8])[N:5]([C:9]2[CH:22]=[CH:21][C:12]3[C:13]4[O:14][N:15]=[CH:16][C:17]=4[CH2:18][CH2:19][CH2:20][C:11]=3[CH:10]=2)[CH2:4]1.[F:23][C:24]([F:30])([F:29])[CH2:25][C:26](O)=[O:27], predict the reaction product. The product is: [O:14]1[C:13]2[C:12]3[CH:21]=[CH:22][C:9]([N:5]4[CH2:4][C@H:3]([CH2:2][NH:1][C:26](=[O:27])[CH2:25][C:24]([F:30])([F:29])[F:23])[O:7][C:6]4=[O:8])=[CH:10][C:11]=3[CH2:20][CH2:19][CH2:18][C:17]=2[CH:16]=[N:15]1. (10) Given the reactants [OH:1][C:2]1[CH:3]=[C:4]([C:12]2[CH:13]=[C:14]([CH3:20])[C:15](=[O:19])[N:16]([CH3:18])[CH:17]=2)[CH:5]=[C:6]([S:8]([CH3:11])(=[O:10])=[O:9])[CH:7]=1.[CH2:21](Br)[C:22]1[CH:27]=[CH:26][CH:25]=[CH:24][CH:23]=1.C([O-])([O-])=O.[Na+].[Na+], predict the reaction product. The product is: [CH3:18][N:16]1[CH:17]=[C:12]([C:4]2[CH:3]=[C:2]([O:1][CH2:21][C:22]3[CH:27]=[CH:26][CH:25]=[CH:24][CH:23]=3)[CH:7]=[C:6]([S:8]([CH3:11])(=[O:10])=[O:9])[CH:5]=2)[CH:13]=[C:14]([CH3:20])[C:15]1=[O:19].